The task is: Predict the reactants needed to synthesize the given product.. This data is from Full USPTO retrosynthesis dataset with 1.9M reactions from patents (1976-2016). (1) Given the product [CH3:1][O:2][C:3](=[O:18])[C:4]1[C:9]([CH3:10])=[CH:8][CH:7]=[C:6]([CH3:11])[C:5]=1[N:12]1[C:16](=[O:17])[N:15]([CH3:19])[N:14]=[N:13]1, predict the reactants needed to synthesize it. The reactants are: [CH3:1][O:2][C:3](=[O:18])[C:4]1[C:9]([CH3:10])=[CH:8][CH:7]=[C:6]([CH3:11])[C:5]=1[N:12]1[C:16](=[O:17])[NH:15][N:14]=[N:13]1.[CH3:19]N(C)C=O.C(=O)([O-])[O-].[K+].[K+].CI. (2) Given the product [Cl:31][C:10]1[CH:11]=[C:12]([C:15]2[CH:24]=[C:23]3[C:18]([CH:19]=[CH:20][CH:21]=[N:22]3)=[C:17]([N:25]3[CH2:30][CH2:29][O:28][CH2:27][CH2:26]3)[N:16]=2)[CH:13]=[CH:14][C:9]=1[NH2:8], predict the reactants needed to synthesize it. The reactants are: C([NH:8][C:9]1[CH:14]=[CH:13][C:12]([C:15]2[CH:24]=[C:23]3[C:18]([CH:19]=[CH:20][CH:21]=[N:22]3)=[C:17]([N:25]3[CH2:30][CH2:29][O:28][CH2:27][CH2:26]3)[N:16]=2)=[CH:11][C:10]=1[Cl:31])C1C=CC=CC=1.C1CC=CCC=1. (3) Given the product [Br:1][C:2]1[CH:3]=[C:4]([C:13]2[N:17]([C:18]3[CH:19]=[N:20][C:21]([Cl:24])=[CH:22][CH:23]=3)[N:16]=[C:15]([C:25]([N:58]3[CH2:59][CH2:60][S:56][CH2:57]3)=[O:26])[CH:14]=2)[CH:5]=[C:6]([O:8][C:9]([F:10])([F:12])[F:11])[CH:7]=1, predict the reactants needed to synthesize it. The reactants are: [Br:1][C:2]1[CH:3]=[C:4]([C:13]2[N:17]([C:18]3[CH:19]=[N:20][C:21]([Cl:24])=[CH:22][CH:23]=3)[N:16]=[C:15]([C:25](O)=[O:26])[CH:14]=2)[CH:5]=[C:6]([O:8][C:9]([F:12])([F:11])[F:10])[CH:7]=1.ClC1C=C(C2N(C3C=NC=CC=3)N=C(C(N3CCNC(=O)C3)=O)C=2)C=C(F)C=1.[S:56]1[CH2:60][CH2:59][NH:58][CH2:57]1. (4) Given the product [CH3:17][N:18]([CH:20]=[CH:1][C:2]1[CH:11]=[CH:10][C:5]([C:6]([O:8][CH3:9])=[O:7])=[CH:4][C:3]=1[N+:12]([O-:14])=[O:13])[CH3:19], predict the reactants needed to synthesize it. The reactants are: [CH3:1][C:2]1[CH:11]=[CH:10][C:5]([C:6]([O:8][CH3:9])=[O:7])=[CH:4][C:3]=1[N+:12]([O-:14])=[O:13].CO[CH:17](OC)[N:18]([CH3:20])[CH3:19].CN(C)C=O. (5) Given the product [CH2:1]([O:3][C:4]([C:6]1([C:9]2[CH:10]=[CH:11][C:12]([C:15]3[CH:20]=[CH:19][C:18]([C:21]4[O:25][N:24]=[C:23]([CH3:26])[C:22]=4[NH:27][C:29]4[CH:34]=[CH:33][CH:32]=[C:31]([C:35]#[N:36])[N:30]=4)=[CH:17][CH:16]=3)=[CH:13][CH:14]=2)[CH2:8][CH2:7]1)=[O:5])[CH3:2], predict the reactants needed to synthesize it. The reactants are: [CH2:1]([O:3][C:4]([C:6]1([C:9]2[CH:14]=[CH:13][C:12]([C:15]3[CH:20]=[CH:19][C:18]([C:21]4[O:25][N:24]=[C:23]([CH3:26])[C:22]=4[NH2:27])=[CH:17][CH:16]=3)=[CH:11][CH:10]=2)[CH2:8][CH2:7]1)=[O:5])[CH3:2].Br[C:29]1[CH:34]=[CH:33][CH:32]=[C:31]([C:35]#[N:36])[N:30]=1. (6) The reactants are: C[O:2][C:3](=[O:30])[CH2:4][CH2:5][C:6]([CH3:29])=[CH:7][CH2:8][C:9]1[C:10]([O:22][CH2:23][CH2:24][Si:25]([CH3:28])([CH3:27])[CH3:26])=[C:11]2[C:15](=[C:16]([CH3:20])[C:17]=1[O:18][CH3:19])[CH2:14][O:13][C:12]2=[O:21].[OH-].[Na+].Cl. Given the product [CH3:19][O:18][C:17]1[C:16]([CH3:20])=[C:15]2[C:11]([C:12](=[O:21])[O:13][CH2:14]2)=[C:10]([O:22][CH2:23][CH2:24][Si:25]([CH3:27])([CH3:26])[CH3:28])[C:9]=1[CH2:8][CH:7]=[C:6]([CH3:29])[CH2:5][CH2:4][C:3]([OH:30])=[O:2], predict the reactants needed to synthesize it. (7) Given the product [CH3:17][N:13]1[CH2:14][CH2:15][CH2:16][C@@H:12]1[CH2:11][N:8]1[C:9]2[C:5](=[CH:4][CH:3]=[C:2]([C:20]3[CH:21]=[CH:22][S:18][CH:19]=3)[CH:10]=2)[CH:6]=[CH:7]1, predict the reactants needed to synthesize it. The reactants are: Br[C:2]1[CH:10]=[C:9]2[C:5]([CH:6]=[CH:7][N:8]2[CH2:11][C@@H:12]2[CH2:16][CH2:15][CH2:14][N:13]2[CH3:17])=[CH:4][CH:3]=1.[S:18]1[CH:22]=[CH:21][C:20](B(O)O)=[CH:19]1.